This data is from Forward reaction prediction with 1.9M reactions from USPTO patents (1976-2016). The task is: Predict the product of the given reaction. (1) Given the reactants Br[C:2]1[CH:7]=[CH:6][C:5]([I:8])=[CH:4][N:3]=1.[CH3:9][N:10]1[CH2:16][CH2:15][CH2:14][NH:13][CH2:12][CH2:11]1.C(=O)([O-])[O-].[K+].[K+].C(OCC)(=O)C, predict the reaction product. The product is: [I:8][C:5]1[CH:6]=[CH:7][C:2]([N:13]2[CH2:14][CH2:15][CH2:16][N:10]([CH3:9])[CH2:11][CH2:12]2)=[N:3][CH:4]=1. (2) Given the reactants Cl[C:2]1[C:7]([CH2:8][OH:9])=[CH:6][C:5]([N:10]([C:12]2[CH:17]=[CH:16][N:15]=[C:14]([NH:18][C:19]3[CH:24]=[C:23]([N:25]4[CH2:30][CH2:29][O:28][CH2:27][CH2:26]4)[CH:22]=[C:21]([N:31]4[CH2:36][CH2:35][O:34][CH2:33][CH2:32]4)[CH:20]=3)[N:13]=2)[CH3:11])=[C:4]([CH3:37])[N:3]=1.C(=O)([O-])[O-].[K+].[K+], predict the reaction product. The product is: [N:25]1([C:23]2[CH:24]=[C:19]([NH:18][C:14]3[N:13]=[C:12]([N:10]([CH3:11])[C:5]4[CH:6]=[C:7]([CH2:8][OH:9])[CH:2]=[N:3][C:4]=4[CH3:37])[CH:17]=[CH:16][N:15]=3)[CH:20]=[C:21]([N:31]3[CH2:32][CH2:33][O:34][CH2:35][CH2:36]3)[CH:22]=2)[CH2:26][CH2:27][O:28][CH2:29][CH2:30]1.